Dataset: Peptide-MHC class II binding affinity with 134,281 pairs from IEDB. Task: Regression. Given a peptide amino acid sequence and an MHC pseudo amino acid sequence, predict their binding affinity value. This is MHC class II binding data. (1) The peptide sequence is DYHWLRTVRTTKESL. The MHC is DRB5_0101 with pseudo-sequence DRB5_0101. The binding affinity (normalized) is 0.401. (2) The peptide sequence is EYKSDYVYEPFPKEV. The MHC is DRB1_0701 with pseudo-sequence DRB1_0701. The binding affinity (normalized) is 0.169. (3) The peptide sequence is KEISNMLNIMNRRKR. The MHC is DRB1_1101 with pseudo-sequence DRB1_1101. The binding affinity (normalized) is 0.745. (4) The peptide sequence is RFHLIKNTFGLLFYQ. The MHC is DRB1_0101 with pseudo-sequence DRB1_0101. The binding affinity (normalized) is 1.00. (5) The peptide sequence is SQDLELSWRLNGLQAY. The MHC is HLA-DQA10301-DQB10302 with pseudo-sequence HLA-DQA10301-DQB10302. The binding affinity (normalized) is 0.486. (6) The peptide sequence is SAALGPLIEGNTSLL. The MHC is DRB1_0901 with pseudo-sequence DRB1_0901. The binding affinity (normalized) is 0.614. (7) The MHC is DRB4_0101 with pseudo-sequence DRB4_0103. The binding affinity (normalized) is 0.404. The peptide sequence is YWFAPGAGAAPLSWS. (8) The peptide sequence is IFYDVFFAVANGNEL. The MHC is HLA-DQA10102-DQB10502 with pseudo-sequence HLA-DQA10102-DQB10502. The binding affinity (normalized) is 0.186. (9) The peptide sequence is SVIIINNSTNVVIRA. The MHC is DRB1_0101 with pseudo-sequence DRB1_0101. The binding affinity (normalized) is 0.554. (10) The peptide sequence is ELYKYKVVKIEPLGV. The MHC is DRB1_0802 with pseudo-sequence DRB1_0802. The binding affinity (normalized) is 0.471.